From a dataset of Experimental lipophilicity measurements (octanol/water distribution) for 4,200 compounds from AstraZeneca. Regression/Classification. Given a drug SMILES string, predict its absorption, distribution, metabolism, or excretion properties. Task type varies by dataset: regression for continuous measurements (e.g., permeability, clearance, half-life) or binary classification for categorical outcomes (e.g., BBB penetration, CYP inhibition). For this dataset (lipophilicity_astrazeneca), we predict Y. (1) The drug is CC(Oc1c(Cl)cccc1Cl)C1=NCCN1. The Y is 0.480 logD. (2) The drug is FC(F)(F)c1nnc2ccc(N3CCCCCC3)nn12. The Y is 3.29 logD. (3) The molecule is CC(C)(C)OC(=O)N1CCN(c2ccc(OCc3ccc(S(C)(=O)=O)cc3)cn2)CC1. The Y is 3.20 logD.